This data is from Catalyst prediction with 721,799 reactions and 888 catalyst types from USPTO. The task is: Predict which catalyst facilitates the given reaction. (1) Reactant: [F:1][C:2]1[CH:7]=[C:6]([F:8])[CH:5]=[CH:4][C:3]=1[OH:9].[Si:10](Cl)([C:13]([CH3:16])(C)C)([CH3:12])[CH3:11].N1[CH:22]=[CH:21]N=C1.O. Product: [CH2:13]([Si:10]([O:9][C:3]1[CH:4]=[CH:5][C:6]([F:8])=[CH:7][C:2]=1[F:1])([CH3:12])[CH3:11])[CH2:16][CH2:21][CH3:22]. The catalyst class is: 9. (2) The catalyst class is: 10. Product: [F:1][C:2]1[CH:7]=[CH:6][C:5]([C:8]2[C:13]([C:14]3[CH:15]=[C:16]4[C:20](=[C:21]([C:23]([N:51]5[CH2:56][CH2:55][O:54][CH2:53][CH2:52]5)=[O:24])[CH:22]=3)[NH:19][N:18]=[CH:17]4)=[CH:12][CH:11]=[CH:10][N:9]=2)=[CH:4][C:3]=1[CH3:26]. Reactant: [F:1][C:2]1[CH:7]=[CH:6][C:5]([C:8]2[C:13]([C:14]3[CH:15]=[C:16]4[C:20](=[C:21]([C:23](O)=[O:24])[CH:22]=3)[NH:19][N:18]=[CH:17]4)=[CH:12][CH:11]=[CH:10][N:9]=2)=[CH:4][C:3]=1[CH3:26].CN(C(ON1N=NC2C=CC=CC1=2)=[N+](C)C)C.F[P-](F)(F)(F)(F)F.[NH:51]1[CH2:56][CH2:55][O:54][CH2:53][CH2:52]1.CCN(CC)CC. (3) Reactant: [C:1]([C:5]1[CH:6]=[C:7]([C:15]2[N:19]([C:20]3[CH:25]=[CH:24][C:23]([NH:26][S:27]([CH3:30])(=[O:29])=[O:28])=[CH:22][CH:21]=3)[N:18]=[C:17]([C:31]3[CH:40]=[CH:39][C:34]([C:35]([O:37]C)=[O:36])=[CH:33][CH:32]=3)[CH:16]=2)[CH:8]=[C:9]([C:11]([CH3:14])([CH3:13])[CH3:12])[CH:10]=1)([CH3:4])([CH3:3])[CH3:2].[Li+].[OH-]. Product: [C:1]([C:5]1[CH:6]=[C:7]([C:15]2[N:19]([C:20]3[CH:25]=[CH:24][C:23]([NH:26][S:27]([CH3:30])(=[O:29])=[O:28])=[CH:22][CH:21]=3)[N:18]=[C:17]([C:31]3[CH:40]=[CH:39][C:34]([C:35]([OH:37])=[O:36])=[CH:33][CH:32]=3)[CH:16]=2)[CH:8]=[C:9]([C:11]([CH3:14])([CH3:13])[CH3:12])[CH:10]=1)([CH3:2])([CH3:3])[CH3:4]. The catalyst class is: 92. (4) Reactant: NC(C1C=CC=CC=1)CC(O)=O.COC(=O)OC.[CH3:19][S:20]([OH:23])(=[O:22])=[O:21].[CH3:24][O:25][C:26](=[O:36])[CH2:27][CH:28]([NH2:35])[C:29]1[CH:34]=[CH:33][CH:32]=[CH:31][CH:30]=1. Product: [CH3:19][S:20]([OH:23])(=[O:22])=[O:21].[CH3:24][O:25][C:26](=[O:36])[CH2:27][CH:28]([NH2:35])[C:29]1[CH:34]=[CH:33][CH:32]=[CH:31][CH:30]=1. The catalyst class is: 5. (5) Reactant: ClC([O:4][C:5](Cl)(Cl)Cl)=O.[NH2:9][C:10]1[CH:15]=[CH:14][C:13]([S:16]([N:19]2[CH2:24][CH2:23][CH2:22][CH2:21][CH2:20]2)(=[O:18])=[O:17])=[CH:12][CH:11]=1. The catalyst class is: 12. Product: [N:9]([C:10]1[CH:15]=[CH:14][C:13]([S:16]([N:19]2[CH2:24][CH2:23][CH2:22][CH2:21][CH2:20]2)(=[O:18])=[O:17])=[CH:12][CH:11]=1)=[C:5]=[O:4]. (6) Reactant: [C:1]1([CH:7]([CH2:11][O:12][Si:13]([CH:20]([CH3:22])[CH3:21])([CH:17]([CH3:19])[CH3:18])[CH:14]([CH3:16])[CH3:15])[C:8](O)=[O:9])[CH:6]=[CH:5][CH:4]=[CH:3][CH:2]=1.C(Cl)CCl.[NH2:27][C:28]1[CH:29]=[C:30]2[C:35](=[CH:36][CH:37]=1)[CH:34]=[N:33][CH:32]=[CH:31]2. Product: [CH:34]1[C:35]2[C:30](=[CH:29][C:28]([NH:27][C:8](=[O:9])[CH:7]([C:1]3[CH:2]=[CH:3][CH:4]=[CH:5][CH:6]=3)[CH2:11][O:12][Si:13]([CH:17]([CH3:19])[CH3:18])([CH:20]([CH3:22])[CH3:21])[CH:14]([CH3:15])[CH3:16])=[CH:37][CH:36]=2)[CH:31]=[CH:32][N:33]=1. The catalyst class is: 383. (7) Reactant: [C:1](=O)([O-])[O-].[K+].[K+].IC.[CH3:9][C:10]1[CH:11]=[CH:12][C:13]2[NH:18][N:17]=[C:16]([C:19]([O:21][CH3:22])=[O:20])[S:15](=[O:24])(=[O:23])[C:14]=2[CH:25]=1.C(Cl)Cl. Product: [CH3:1][N:18]1[C:13]2[CH:12]=[CH:11][C:10]([CH3:9])=[CH:25][C:14]=2[S:15](=[O:23])(=[O:24])[C:16]([C:19]([O:21][CH3:22])=[O:20])=[N:17]1. The catalyst class is: 3. (8) Reactant: Cl.[NH2:2][C@H:3]1[CH2:7][C@@H:6]([N:8]2[CH:16]=[N:15][C:14]3[C:9]2=[N:10][C:11]([Cl:32])=[N:12][C:13]=3[NH:17][CH2:18][CH:19]([C:26]2[CH:31]=[CH:30][CH:29]=[CH:28][CH:27]=2)[C:20]2[CH:25]=[CH:24][CH:23]=[CH:22][CH:21]=2)[C@H:5]([OH:33])[C@@H:4]1[OH:34].ClC1N=C2C(N=CN2)=C(NCC(C2C=CC=CC=2)C2C=CC=CC=2)N=1.C(N(C(C)C)CC)(C)C.[C:69]1([CH2:75][CH2:76][C:77](Cl)=[O:78])[CH:74]=[CH:73][CH:72]=[CH:71][CH:70]=1. Product: [Cl:32][C:11]1[N:10]=[C:9]2[C:14]([N:15]=[CH:16][N:8]2[C@@H:6]2[CH2:7][C@H:3]([NH:2][C:77](=[O:78])[CH2:76][CH2:75][C:69]3[CH:74]=[CH:73][CH:72]=[CH:71][CH:70]=3)[C@@H:4]([OH:34])[C@H:5]2[OH:33])=[C:13]([NH:17][CH2:18][CH:19]([C:26]2[CH:27]=[CH:28][CH:29]=[CH:30][CH:31]=2)[C:20]2[CH:25]=[CH:24][CH:23]=[CH:22][CH:21]=2)[N:12]=1. The catalyst class is: 1. (9) Reactant: CN(C)S(N[C@@H](C1C=CC=CC=1)[C@H](C1C=CC=CC=1)N)(=O)=O.[C:23]([NH:31][CH2:32][CH:33]([C:39](=[O:42])[CH2:40][F:41])[C:34]([O:36][CH2:37][CH3:38])=[O:35])(=[O:30])[C:24]1[CH:29]=[CH:28][CH:27]=[CH:26][CH:25]=1.C(O)=O.CCN(CC)CC.CCCCCC.CC(O)C.C(O)(C(F)(F)F)=O. Product: [C:23]([NH:31][CH2:32][C@@H:33]([C@H:39]([OH:42])[CH2:40][F:41])[C:34]([O:36][CH2:37][CH3:38])=[O:35])(=[O:30])[C:24]1[CH:25]=[CH:26][CH:27]=[CH:28][CH:29]=1. The catalyst class is: 479. (10) The catalyst class is: 54. Reactant: [Cl-].[CH3:2][O:3][CH2:4][P+](C1C=CC=CC=1)(C1C=CC=CC=1)C1C=CC=CC=1.CC(C)([O-])C.[K+].[Si:30]([O:37][CH2:38][C:39]1[N:44]=[C:43]([CH:45]=O)[C:42]([O:47][CH3:48])=[CH:41][CH:40]=1)([C:33]([CH3:36])([CH3:35])[CH3:34])([CH3:32])[CH3:31].[NH4+]. Product: [Si:30]([O:37][CH2:38][C:39]1[N:44]=[C:43]([CH:45]=[CH:2][O:3][CH3:4])[C:42]([O:47][CH3:48])=[CH:41][CH:40]=1)([C:33]([CH3:36])([CH3:35])[CH3:34])([CH3:32])[CH3:31].